Dataset: HIV replication inhibition screening data with 41,000+ compounds from the AIDS Antiviral Screen. Task: Binary Classification. Given a drug SMILES string, predict its activity (active/inactive) in a high-throughput screening assay against a specified biological target. (1) The molecule is OC1(c2c(F)c(F)c(F)c(F)c2F)C2C3CC4C5C3C1C(O)(C5Br)C42. The result is 0 (inactive). (2) The drug is C1CCC2(CC1)CCN(CCCN1CCOCC1)CC2. The result is 0 (inactive). (3) The compound is CCn1c(=O)c2c3cc(O)ccc3oc2c2ccc(O)cc21. The result is 0 (inactive).